This data is from Forward reaction prediction with 1.9M reactions from USPTO patents (1976-2016). The task is: Predict the product of the given reaction. (1) Given the reactants [Li]CCCC.Br[C:7]1[S:11][CH:10]=[N:9][C:8]=1[O:12][CH2:13][CH:14]1[CH2:16][O:15]1.[CH3:17][CH:18]([Si:20](Cl)([CH:24]([CH3:26])[CH3:25])[CH:21]([CH3:23])[CH3:22])[CH3:19], predict the reaction product. The product is: [CH:18]([Si:20]([CH:24]([CH3:26])[CH3:25])([CH:21]([CH3:23])[CH3:22])[C:10]1[S:11][C:7]2[CH:14]([CH2:16][OH:15])[CH2:13][O:12][C:8]=2[N:9]=1)([CH3:19])[CH3:17]. (2) Given the reactants CO[C:3](=[O:26])[C:4]1[CH:9]=[CH:8][C:7]([O:10][CH2:11][C:12]2[C:13]([C:18]3[CH:23]=[CH:22][C:21]([F:24])=[C:20]([F:25])[CH:19]=3)=[N:14][O:15][C:16]=2[CH3:17])=[N:6][CH:5]=1.[NH2:27][CH2:28][C:29]([CH3:33])([CH3:32])[CH2:30][OH:31], predict the reaction product. The product is: [F:25][C:20]1[CH:19]=[C:18]([C:13]2[C:12]([CH2:11][O:10][C:7]3[CH:8]=[CH:9][C:4]([C:3]([NH:27][CH2:28][C:29]([CH3:33])([CH3:32])[CH2:30][OH:31])=[O:26])=[CH:5][N:6]=3)=[C:16]([CH3:17])[O:15][N:14]=2)[CH:23]=[CH:22][C:21]=1[F:24]. (3) Given the reactants [CH3:1][O:2][C:3]1[CH:4]=[C:5]2[C:10](=[CH:11][C:12]=1[O:13][CH2:14][CH2:15][O:16][CH3:17])[N:9]=[CH:8][N:7]=[C:6]2[S:18][C:19]1[CH:20]=[C:21]([CH:23]=[CH:24][CH:25]=1)[NH2:22].[C:26]([C:30]1[CH:34]=[C:33]([NH:35][C:36](=O)[O:37]C2C=CC=CC=2)[N:32]([C:45]2[CH:50]=[CH:49][C:48]([CH3:51])=[CH:47][C:46]=2[CH3:52])[N:31]=1)([CH3:29])([CH3:28])[CH3:27], predict the reaction product. The product is: [C:26]([C:30]1[CH:34]=[C:33]([NH:35][C:36]([NH:22][C:21]2[CH:23]=[CH:24][CH:25]=[C:19]([S:18][C:6]3[C:5]4[C:10](=[CH:11][C:12]([O:13][CH2:14][CH2:15][O:16][CH3:17])=[C:3]([O:2][CH3:1])[CH:4]=4)[N:9]=[CH:8][N:7]=3)[CH:20]=2)=[O:37])[N:32]([C:45]2[CH:50]=[CH:49][C:48]([CH3:51])=[CH:47][C:46]=2[CH3:52])[N:31]=1)([CH3:29])([CH3:28])[CH3:27]. (4) Given the reactants [CH:1]([F:4])([F:3])[F:2].[C:5]([F:9])([F:8])([F:7])[F:6], predict the reaction product. The product is: [CH:1]([F:4])([F:3])[F:2].[C:5]([F:9])([F:8])([F:7])[F:6].